Dataset: hERG potassium channel inhibition data for cardiac toxicity prediction from Karim et al.. Task: Regression/Classification. Given a drug SMILES string, predict its toxicity properties. Task type varies by dataset: regression for continuous values (e.g., LD50, hERG inhibition percentage) or binary classification for toxic/non-toxic outcomes (e.g., AMES mutagenicity, cardiotoxicity, hepatotoxicity). Dataset: herg_karim. The molecule is COc1ccc(C(SC[C@H](N)C(=O)O)(c2ccccc2)c2ccccc2)cc1. The result is 0 (non-blocker).